From a dataset of Peptide-MHC class II binding affinity with 134,281 pairs from IEDB. Regression. Given a peptide amino acid sequence and an MHC pseudo amino acid sequence, predict their binding affinity value. This is MHC class II binding data. (1) The peptide sequence is NTSIKTLKFDALSGS. The MHC is DRB1_0301 with pseudo-sequence DRB1_0301. The binding affinity (normalized) is 0.477. (2) The peptide sequence is DQEYHRLIHSLSKTS. The MHC is DRB1_0701 with pseudo-sequence DRB1_0701. The binding affinity (normalized) is 0.622.